This data is from Reaction yield outcomes from USPTO patents with 853,638 reactions. The task is: Predict the reaction yield, written as a fraction of the theoretical maximum amount of product (1.0 means a 100% yield; for example, 0.34 means a 34% yield). (1) The reactants are [OH:1][C:2]1[CH:10]=[CH:9][C:5]([C:6]([OH:8])=[O:7])=[CH:4][C:3]=1[O:11][CH3:12].[N:13]1([CH2:18][CH2:19][CH2:20][Cl:21])[CH2:17][CH2:16][CH2:15][CH2:14]1.C(=O)([O-])[O-].[K+].[K+].[I-].[K+]. The catalyst is CN(C=O)C. The product is [ClH:21].[CH3:12][O:11][C:3]1[CH:4]=[C:5]([CH:9]=[CH:10][C:2]=1[O:1][CH2:20][CH2:19][CH2:18][N:13]1[CH2:17][CH2:16][CH2:15][CH2:14]1)[C:6]([OH:8])=[O:7]. The yield is 0.770. (2) The reactants are [Br:1][C:2]1([CH2:7][CH2:8][CH2:9][CH2:10][O:11]C(=O)C2C=CC(C)=CC=2)[CH2:4][C:3]1([Br:6])[Br:5].C(=O)([O-])[O-].[K+].[K+].O. The catalyst is CO. The product is [Br:1][C:2]1([CH2:7][CH2:8][CH2:9][CH2:10][OH:11])[CH2:4][C:3]1([Br:6])[Br:5]. The yield is 0.740. (3) The reactants are [C:1]([O:5][C:6]([NH:8][C@@H:9]([CH2:13][CH2:14][CH2:15][CH2:16][N:17]([CH3:19])[CH3:18])[C:10](O)=[O:11])=[O:7])([CH3:4])([CH3:3])[CH3:2].C[N:21]1CCOCC1.ClC(OCC(C)C)=O.[OH-].[NH4+]. The catalyst is C1COCC1. The product is [C:1]([O:5][C:6](=[O:7])[NH:8][C@H:9]([C:10](=[O:11])[NH2:21])[CH2:13][CH2:14][CH2:15][CH2:16][N:17]([CH3:19])[CH3:18])([CH3:4])([CH3:3])[CH3:2]. The yield is 0.880. (4) The reactants are [Si:1]([O:8][CH2:9][C@H:10]([CH2:26][CH2:27][CH2:28][OH:29])[CH2:11][C@H:12]1[CH2:16][O:15][C:14]([CH3:18])([CH3:17])[N:13]1[C:19]([O:21][C:22]([CH3:25])([CH3:24])[CH3:23])=[O:20])([C:4]([CH3:7])([CH3:6])[CH3:5])([CH3:3])[CH3:2].CCN(CC)CC.[CH3:37][S:38](Cl)(=[O:40])=[O:39]. The catalyst is C(Cl)Cl. The product is [Si:1]([O:8][CH2:9][C@H:10]([CH2:26][CH2:27][CH2:28][O:29][S:38]([CH3:37])(=[O:40])=[O:39])[CH2:11][C@H:12]1[CH2:16][O:15][C:14]([CH3:18])([CH3:17])[N:13]1[C:19]([O:21][C:22]([CH3:25])([CH3:24])[CH3:23])=[O:20])([C:4]([CH3:7])([CH3:6])[CH3:5])([CH3:3])[CH3:2]. The yield is 1.00.